From a dataset of Full USPTO retrosynthesis dataset with 1.9M reactions from patents (1976-2016). Predict the reactants needed to synthesize the given product. (1) Given the product [ClH:33].[ClH:33].[NH2:1][C:2]1[C:21]([NH2:22])=[CH:20][CH:19]=[CH:18][C:3]=1[O:4][CH:5]1[CH2:10][CH2:9][N:8]([C:11]([O:13][C:14]([CH3:17])([CH3:16])[CH3:15])=[O:12])[CH2:7][CH2:6]1, predict the reactants needed to synthesize it. The reactants are: [NH2:1][C:2]1[C:21]([N+:22]([O-])=O)=[CH:20][CH:19]=[CH:18][C:3]=1[O:4][CH:5]1[CH2:10][CH2:9][N:8]([C:11]([O:13][C:14]([CH3:17])([CH3:16])[CH3:15])=[O:12])[CH2:7][CH2:6]1.C(OCC)(=O)C.[H][H].[ClH:33]. (2) Given the product [F:29][C:27]1[CH:28]=[CH:21][C:22]([CH:23]=[O:24])=[C:25]([C:2]#[C:1][C:3]2[CH:4]=[CH:5][C:6]([S:9]([CH3:12])(=[O:10])=[O:11])=[CH:7][CH:8]=2)[CH:26]=1, predict the reactants needed to synthesize it. The reactants are: [C:1]([C:3]1[CH:8]=[CH:7][C:6]([S:9]([CH3:12])(=[O:11])=[O:10])=[CH:5][CH:4]=1)#[CH:2].C(N(CC)CC)C.Br[C:21]1[CH:28]=[C:27]([F:29])[CH:26]=[CH:25][C:22]=1[CH:23]=[O:24]. (3) Given the product [N:9]([CH2:2][C:3]1[N:4]=[C:5]([CH3:8])[S:6][CH:7]=1)=[N+:10]=[N-:11], predict the reactants needed to synthesize it. The reactants are: Cl[CH2:2][C:3]1[N:4]=[C:5]([CH3:8])[S:6][CH:7]=1.[N:9]([Si](C)(C)C)=[N+:10]=[N-:11].[F-].C([N+](CCCC)(CCCC)CCCC)CCC.O.